Task: Predict which catalyst facilitates the given reaction.. Dataset: Catalyst prediction with 721,799 reactions and 888 catalyst types from USPTO Reactant: [OH:1][C:2]1[CH:11]=[C:10]([CH3:12])[CH:9]=[CH:8][C:3]=1[C:4]([O:6][CH3:7])=[O:5].[S:13](O[S:13]([C:16]([F:19])([F:18])[F:17])(=[O:15])=[O:14])([C:16]([F:19])([F:18])[F:17])(=[O:15])=[O:14]. Product: [F:17][C:16]([F:19])([F:18])[S:13]([O:1][C:2]1[CH:11]=[C:10]([CH3:12])[CH:9]=[CH:8][C:3]=1[C:4]([O:6][CH3:7])=[O:5])(=[O:15])=[O:14]. The catalyst class is: 17.